Dataset: Microsomal clearance measurements from AstraZeneca. Task: Regression/Classification. Given a drug SMILES string, predict its absorption, distribution, metabolism, or excretion properties. Task type varies by dataset: regression for continuous measurements (e.g., permeability, clearance, half-life) or binary classification for categorical outcomes (e.g., BBB penetration, CYP inhibition). For this dataset (clearance_microsome_az), we predict log10(clearance) (log10 of the in vitro intrinsic clearance, CLint, in uL/min per mg of human liver microsomal protein, equivalently mL/min/g; values are censored to the assay range of 3 to 150, which is 0.477 to 2.18 on this log10 scale). (1) The molecule is CN(C(=O)Cc1ccc(F)cc1)C1CCN(CCC(c2ccccc2)c2ccccc2)CC1. The log10(clearance) is 0.480. (2) The molecule is O=C(O)CCc1nc(-c2ccccc2)c(-c2ccccc2)o1. The log10(clearance) is 0.480. (3) The molecule is O=C(O)[C@H](Cc1cccc(F)c1)N1CCC(CN2CCC(Oc3ccc(Cl)c(Cl)c3)CC2)CC1. The log10(clearance) is 0.900.